Task: Regression. Given two drug SMILES strings and cell line genomic features, predict the synergy score measuring deviation from expected non-interaction effect.. Dataset: NCI-60 drug combinations with 297,098 pairs across 59 cell lines (1) Drug 1: C1=CC(=C2C(=C1NCCNCCO)C(=O)C3=C(C=CC(=C3C2=O)O)O)NCCNCCO. Drug 2: CN1C(=O)N2C=NC(=C2N=N1)C(=O)N. Cell line: SK-MEL-2. Synergy scores: CSS=41.5, Synergy_ZIP=2.78, Synergy_Bliss=3.41, Synergy_Loewe=-53.4, Synergy_HSA=1.43. (2) Drug 1: CCC(=C(C1=CC=CC=C1)C2=CC=C(C=C2)OCCN(C)C)C3=CC=CC=C3.C(C(=O)O)C(CC(=O)O)(C(=O)O)O. Drug 2: C(CN)CNCCSP(=O)(O)O. Cell line: SW-620. Synergy scores: CSS=-0.625, Synergy_ZIP=1.67, Synergy_Bliss=2.38, Synergy_Loewe=-5.01, Synergy_HSA=-2.67. (3) Drug 1: C1=CC=C(C=C1)NC(=O)CCCCCCC(=O)NO. Drug 2: C#CCC(CC1=CN=C2C(=N1)C(=NC(=N2)N)N)C3=CC=C(C=C3)C(=O)NC(CCC(=O)O)C(=O)O. Cell line: NCI/ADR-RES. Synergy scores: CSS=17.1, Synergy_ZIP=0.213, Synergy_Bliss=-1.32, Synergy_Loewe=-4.19, Synergy_HSA=1.39. (4) Synergy scores: CSS=70.1, Synergy_ZIP=-5.46, Synergy_Bliss=-6.33, Synergy_Loewe=-2.71, Synergy_HSA=-0.0226. Drug 1: C1CN1C2=NC(=NC(=N2)N3CC3)N4CC4. Cell line: DU-145. Drug 2: C1=C(C(=O)NC(=O)N1)F.